This data is from Full USPTO retrosynthesis dataset with 1.9M reactions from patents (1976-2016). The task is: Predict the reactants needed to synthesize the given product. (1) Given the product [C:13]([O:17][C:18]([NH:20][C@@:21]12[CH2:27][CH2:26][C@:25]1([CH2:28][F:29])[CH2:24][N:23]([C@@H:30]([C:32]1[CH:33]=[CH:34][CH:35]=[CH:36][CH:37]=1)[CH3:31])[CH2:22]2)=[O:19])([CH3:14])([CH3:15])[CH3:16], predict the reactants needed to synthesize it. The reactants are: COCCO[AlH2-]OCCOC.[Na+].[C:13]([O:17][C:18]([NH:20][C@@:21]12[CH2:27][CH2:26][C@:25]1([CH2:28][F:29])[CH2:24][N:23]([C@@H:30]([C:32]1[CH:37]=[CH:36][CH:35]=[CH:34][CH:33]=1)[CH3:31])[C:22]2=O)=[O:19])([CH3:16])([CH3:15])[CH3:14].O.O.O.O.C(C(C(C([O-])=O)O)O)([O-])=O.[Na+].[K+].C(OCC)(=O)C. (2) Given the product [N:8]1[CH:9]=[CH:10][C:5]([CH2:4][C:3]#[N:2])=[N:6][CH:7]=1, predict the reactants needed to synthesize it. The reactants are: C[N:2](C)/[CH:3]=[CH:4]/[C:5]1[CH:10]=[CH:9][N:8]=[CH:7][N:6]=1.NOS(O)(=O)=O.C(=O)([O-])O.